Dataset: Catalyst prediction with 721,799 reactions and 888 catalyst types from USPTO. Task: Predict which catalyst facilitates the given reaction. (1) Reactant: [Cl:1][C:2]1[CH:7]=[CH:6][C:5](/[CH:8]=[CH:9]/[CH2:10][N:11]2[CH2:16][CH2:15][N:14]([C:17]3[CH:22]=[C:21]([F:23])[CH:20]=[CH:19][C:18]=3[N+:24]([O-])=O)[CH2:13][CH2:12]2)=[CH:4][CH:3]=1.S(S([O-])=O)([O-])=O.[Na+].[Na+]. Product: [Cl:1][C:2]1[CH:7]=[CH:6][C:5](/[CH:8]=[CH:9]/[CH2:10][N:11]2[CH2:12][CH2:13][N:14]([C:17]3[CH:22]=[C:21]([F:23])[CH:20]=[CH:19][C:18]=3[NH2:24])[CH2:15][CH2:16]2)=[CH:4][CH:3]=1. The catalyst class is: 40. (2) Reactant: C([O:3][C:4](=[O:23])[C:5]([O:15][C:16]1[CH:17]=[C:18]([CH3:22])[CH:19]=[CH:20][CH:21]=1)([CH3:14])[CH2:6][C:7]1[CH:12]=[CH:11][C:10](O)=[CH:9][CH:8]=1)C.[CH3:24][C:25]1[O:29][C:28]([C:30]2[CH:35]=[CH:34][C:33]([C:36]3[S:37][CH:38]=[CH:39][CH:40]=3)=[CH:32][CH:31]=2)=[N:27][C:26]=1[CH2:41][CH2:42][O:43]S(C1C=CC(C)=CC=1)(=O)=O.C([O-])([O-])=O.[K+].[K+].[OH-].[Na+]. Product: [CH3:14][C:5]([O:15][C:16]1[CH:17]=[C:18]([CH3:22])[CH:19]=[CH:20][CH:21]=1)([CH2:6][C:7]1[CH:12]=[CH:11][C:10]([O:43][CH2:42][CH2:41][C:26]2[N:27]=[C:28]([C:30]3[CH:31]=[CH:32][C:33]([C:36]4[S:37][CH:38]=[CH:39][CH:40]=4)=[CH:34][CH:35]=3)[O:29][C:25]=2[CH3:24])=[CH:9][CH:8]=1)[C:4]([OH:23])=[O:3]. The catalyst class is: 8.